The task is: Predict the reactants needed to synthesize the given product.. This data is from Full USPTO retrosynthesis dataset with 1.9M reactions from patents (1976-2016). (1) Given the product [C:21]([O:20][C:18]([N:17]1[C:11]2[CH:10]=[C:9]([OH:8])[C:32]([O:33][CH3:34])=[CH:31][C:12]=2[C:13](=[O:30])[N:14]2[CH2:28][C:27](=[O:29])[CH2:26][C@H:15]2[C@@H:16]1[OH:25])=[O:19])([CH3:24])([CH3:22])[CH3:23], predict the reactants needed to synthesize it. The reactants are: C([O:8][C:9]1[C:32]([O:33][CH3:34])=[CH:31][C:12]2[C:13](=[O:30])[N:14]3[CH2:28][C:27](=[O:29])[CH2:26][C@H:15]3[C@H:16]([OH:25])[N:17]([C:18]([O:20][C:21]([CH3:24])([CH3:23])[CH3:22])=[O:19])[C:11]=2[CH:10]=1)C1C=CC=CC=1.OCC1(OC[C@@H](O)[C@@H](O)[C@H]1O)O. (2) Given the product [NH2:24][C:8]1[N:7]=[C:6]([O:5][CH2:1][CH2:2][CH2:3][CH3:4])[N:14]=[C:13]2[C:9]=1[NH:10][C:11](=[O:22])[N:12]2[CH2:15][CH:16]1[CH2:21][CH2:20][CH2:19][N:18]([CH2:26][CH2:27][CH2:28][CH3:29])[CH2:17]1, predict the reactants needed to synthesize it. The reactants are: [CH2:1]([O:5][C:6]1[N:14]=[C:13]2[C:9]([N:10]=[C:11]([O:22]C)[N:12]2[CH2:15][CH:16]2[CH2:21][CH2:20][CH2:19][NH:18][CH2:17]2)=[C:8]([NH2:24])[N:7]=1)[CH2:2][CH2:3][CH3:4].I[CH2:26][CH2:27][CH2:28][CH3:29]. (3) Given the product [CH2:1]([NH:5][C:6](=[O:12])[C:7]([CH3:11])([CH3:10])[CH2:8][O:9][C:20]1[CH:21]=[CH:22][CH:23]=[C:16]([N+:13]([O-:15])=[O:14])[C:17]=1[C:18]#[N:19])[CH2:2][CH2:3][CH3:4], predict the reactants needed to synthesize it. The reactants are: [CH2:1]([NH:5][C:6](=[O:12])[C:7]([CH3:11])([CH3:10])[CH2:8][OH:9])[CH2:2][CH2:3][CH3:4].[N+:13]([C:16]1[CH:23]=[CH:22][CH:21]=[C:20]([N+]([O-])=O)[C:17]=1[C:18]#[N:19])([O-:15])=[O:14]. (4) Given the product [C:1]([O:5][C:6]([C:7]1[C:20]2[C:11](=[C:12]3[C:17](=[CH:18][CH:19]=2)[CH:16]=[N:15][C:14]([Cl:21])=[CH:13]3)[NH:10][C:8]=1[CH3:9])=[O:22])([CH3:2])([CH3:3])[CH3:4], predict the reactants needed to synthesize it. The reactants are: [C:1]([O:5][C:6](=[O:22])/[CH:7]=[C:8](/[NH:10][C:11]1[CH:20]=[CH:19][CH:18]=[C:17]2[C:12]=1[CH:13]=[C:14]([Cl:21])[N:15]=[CH:16]2)\[CH3:9])([CH3:4])([CH3:3])[CH3:2]. (5) Given the product [CH3:1][O:2][C:3]1[C:11]2[O:10][C:9]([CH3:13])([CH3:12])[CH2:8][C:7]=2[C:6]([CH3:14])=[C:5]([N:15]2[CH2:20][CH2:19][N:18]([C:23]3[CH:28]=[CH:27][C:26]([C:29]([F:32])([F:31])[F:30])=[CH:25][CH:24]=3)[CH2:17][CH2:16]2)[C:4]=1[CH3:21], predict the reactants needed to synthesize it. The reactants are: [CH3:1][O:2][C:3]1[C:11]2[O:10][C:9]([CH3:13])([CH3:12])[CH2:8][C:7]=2[C:6]([CH3:14])=[C:5]([N:15]2[CH2:20][CH2:19][NH:18][CH2:17][CH2:16]2)[C:4]=1[CH3:21].Br[C:23]1[CH:28]=[CH:27][C:26]([C:29]([F:32])([F:31])[F:30])=[CH:25][CH:24]=1. (6) The reactants are: [N+:1]([C:4]1[CH:5]=[C:6]([NH:10][C@@H:11]2[CH2:15][CH2:14][N:13]([C:16]([O:18][C:19]([CH3:22])([CH3:21])[CH3:20])=[O:17])[CH2:12]2)[CH:7]=[CH:8][CH:9]=1)([O-])=O. Given the product [NH2:1][C:4]1[CH:5]=[C:6]([NH:10][C@@H:11]2[CH2:15][CH2:14][N:13]([C:16]([O:18][C:19]([CH3:22])([CH3:21])[CH3:20])=[O:17])[CH2:12]2)[CH:7]=[CH:8][CH:9]=1, predict the reactants needed to synthesize it. (7) Given the product [C:40]([O:44][C:45](=[O:59])[N:46]([C:4]1[CH:9]=[CH:8][CH:7]=[C:6]([NH:10][C:11](=[O:38])[CH2:12][N:13]2[N:19]=[C:18]([CH:20]3[CH2:25][CH2:24][CH2:23][CH2:22][CH2:21]3)[C:17]3[CH:26]=[CH:27][CH:28]=[CH:29][C:16]=3[N:15]([CH2:30][C:31](=[O:36])[C:32]([CH3:35])([CH3:33])[CH3:34])[C:14]2=[O:37])[CH:5]=1)[CH2:52][CH2:53][CH3:54])([CH3:43])([CH3:42])[CH3:41], predict the reactants needed to synthesize it. The reactants are: COC(=O)[C:4]1[CH:9]=[CH:8][CH:7]=[C:6]([NH:10][C:11](=[O:38])[CH2:12][N:13]2[N:19]=[C:18]([CH:20]3[CH2:25][CH2:24][CH2:23][CH2:22][CH2:21]3)[C:17]3[CH:26]=[CH:27][CH:28]=[CH:29][C:16]=3[N:15]([CH2:30][C:31](=[O:36])[C:32]([CH3:35])([CH3:34])[CH3:33])[C:14]2=[O:37])[CH:5]=1.[C:40]([O:44][C:45](=[O:59])[N:46]([C:52]1C=CC=[C:54](N)[CH:53]=1)CCOCC)([CH3:43])([CH3:42])[CH3:41].C(OC(=O)N(C1C=CC=C(N)C=1)C)(C)(C)C.BrCCOCC.IC.COC(=O)C1C=CC=C(N)C=1. (8) Given the product [CH3:7][O:8][CH:9]1[CH2:14][CH2:13][CH:12]([CH2:15][OH:16])[CH2:11][CH2:10]1, predict the reactants needed to synthesize it. The reactants are: [H-].[Al+3].[Li+].[H-].[H-].[H-].[CH3:7][O:8][CH:9]1[CH2:14][CH2:13][CH:12]([C:15](OC)=[O:16])[CH2:11][CH2:10]1.